From a dataset of Experimentally validated miRNA-target interactions with 360,000+ pairs, plus equal number of negative samples. Binary Classification. Given a miRNA mature sequence and a target amino acid sequence, predict their likelihood of interaction. (1) The miRNA is mmu-miR-344g-3p with sequence CAGGCUCUAGCCAGGGGCUUGA. The protein sequence of the target gene is MTTFRNHCPHLDSVGEITKEDLIQKSLGACQDCKVRGPNLWACLENRCSYVGCGESQVDHSTIHSQETKHYLTVNLTTLRVWCYACSKEVFLDRKLGTPPSLPHVRQPQQTQENSVQDFKIPSNPALKTPMVAVSEDLDIEVEEEDELKARGLTGLKNIGNTCYMNAALQALSNCPPLTQFFLDCGGLARTDKKPAICKSYLKLMTELWHKSRPGSVVPANLFQGIKTVNPTFRGYSQQDAQEFLRCLMDLLHEELKEQVMEMEEEPQTLTSEETVEEEKSQSDVDFQSCESCSSSEKAE.... Result: 0 (no interaction). (2) The miRNA is mmu-miR-3473d with sequence CCACUGAGCCACUUUCCAGCCCUU. The protein sequence of the target gene is MTNEEPLPKKVRLSETDFKVMARDELILRWKQYEAYVQALEGKYTDLNSNDVTGLRESEEKLKQQQQESARRENILVMRLATKEQEMQECTTQIQYLKQVQQPSVAQLRSTMVDPAINLFFLKMKGELEQTKDKLEQAQNELSAWKFTPDSQTGKKLMAKCRMLIQENQELGRQLSQGRIAQLEAELALQKKYSEELKSSQDELNDFIIQLDEEVEGMQSTILVLQQQLKETRQQLAQYQQQQSQASAPSTSRTTSSEPVDQAEVTSKDCSRLANGPSNGSSSRQRTSGSGFHREGSTPE.... Result: 0 (no interaction). (3) The miRNA is hsa-miR-548ba with sequence AAAGGUAACUGUGAUUUUUGCU. The protein sequence of the target gene is MEPNSLQWVGSPCGLHGPYIFYKAFQFHLEGKPRILSLGDFFFVRCTPKDPICIAELQLLWEERTSRQLLSSSKLYFLPEDTPQGRNSDHGEDEVIAVSEKVIVKLEDLVKWVHSDFSKWRCGFHAGPVKTEALGRNGQKEALLKYRQSTLNSGLNFKDVLKEKADLGEDEEETNVIVLSYPQYCRYRSMLKRIQDKPSSILTDQFALALGGIAVVSRNPQILYCRDTFDHPTLIENESICDEFAPNLKGRPRKKKPCPQRRDSFSGVKDSNNNSDGKAVAKVKCEARSALTKPKNNHNC.... Result: 1 (interaction). (4) The miRNA is cel-miR-255-3p with sequence AAACUGAAGAGAUUUUUUACAG. The protein sequence of the target gene is MVWDRQTKMEYEWKPDEQGLQQILQLLKESQSPDTTIQRTVQQKLEQLNQYPDFNNYLIFVLTKLKSEDEPTRSLSGLILKNNVKAHFQNFPNGVTDFIKSECLNNIGDSSPLIRATVGILITTIASKGELQNWPDLLPKLCSLLDSEDYNTCEGAFGALQKICEDSAEILDSDVLDRPLNIMIPKFLQFFKHSSPKIRSHAVACVNQFIISRTQALMLHIDSFIENLFALAGDEEAEVRKNVCRALVMLLEVRMDRLLPHMHNIVEYMLQRTQDQDENVALEACEFWLTLAEQPICKDV.... Result: 0 (no interaction). (5) The miRNA is hsa-miR-23c with sequence AUCACAUUGCCAGUGAUUACCC. The protein sequence of the target gene is MITLITEQLQKQTLDELKCTRFSVSLPLPDHADIPNCGDPFQLVSEGASWRGLPHCSCAEFQDSLNFSYHPSGLSLHLRPPSRGNSPKEPPLSQVLSPEPPDPEKLPVPPAPPSKRHCRSLSVPVDLSRWQPVWRPAPSKLWTPIKHRGNAGGGGPQVPQQSPPKRVSSLRFLQAPSASSQCAPAHRPYSPPFFSLALAQDSAQPCATSPQSGSWESDAESLSPCPPQRRFSLSPSLGPQASRFLPSARSSPASSPELPWRPRGLRNLPRSRSQPCDLDARKTGVKRRHEEDCRRLRPSL.... Result: 0 (no interaction). (6) The miRNA is cel-miR-1019-3p with sequence CUGUAAUUCCACAUUGCUUUCCAG. The protein sequence of the target gene is MSGSSARSSHLSQPVVKSVLVYRNGDPFYAGRRVVIHEKKVSSFEVFLKEVTGGVQAPFGAVRNIYTPRTGHRIRKLDQIQSGGNYVAGGQEAFKKLNYLDIGEIKKRPMEVVNTEVKPVIHSRINVSARFRKPLQEPCTIFLIANGDLINPASRLLIPRKTLNQWDHVLQMVTEKITLRSGAVHRLYTLEGKLVESGAELENGQFYVAVGRDKFKKLPYSELLFDKSTMRRPFGQKASSLPPIVGSRKSKGSGNDRHSKSTVGSSDNSSPQPLKRKGKKEDVNSEKLTKLKQNVKLKNS.... Result: 0 (no interaction). (7) The miRNA is hsa-miR-6889-3p with sequence UCUGUGCCCCUACUUCCCAG. The protein sequence of the target gene is MENLQTNFSLVQGSTKKLNGMGDDGSPPAKKMITDIHANGKTINKVPTVKKEHLDDYGEAPVETDGEHVKRTCTSVPETLHLNPSLKHTLAQFHLSSQSSLGGPAAFSARHSQESMSPTVFLPLPSPQVLPGPLLIPSDSSTELTQTVLEGESISCFQVGGEKRLCLPQVLNSVLREFTLQQINTVCDELYIYCSRCTSDQLHILKVLGILPFNAPSCGLITLTDAQRLCNALLRPRTFPQNGSVLPAKSSLAQLKETGSAFEVEHECLGKCQGLFAPQFYVQPDAPCIQCLECCGMFAP.... Result: 1 (interaction). (8) The miRNA is hsa-miR-4639-3p with sequence UCACUCUCACCUUGCUUUGC. The protein sequence of the target gene is MAGWAGFELSALNPLRTLWLALAAAFLFALLLQLAPARLLPSCALFQDLLRYGKTKQSGSRRPAVCRAFDVPKRYFSHFYVISVVWNGSLLWLLSQSLFLGAPFPNWLSALLRTLGATQFQALEMESKASRMPAAELALSAFLVLVFLWVHSLRRLFECFYVSVFSNAAIHVVQYCFGLVYYVLVGLTVLSQVPMDDKNVYVLGKNLLIQARWFHILGMVMFFWSSAHQYKCHVILSNLRRNKKGVVIHCQHRIPFGDWFEYVSSANYLAELMIYISMAVTFGLHNLTWWLVVTYVFSSQ.... Result: 0 (no interaction). (9) The miRNA is mmu-miR-484 with sequence UCAGGCUCAGUCCCCUCCCGAU. The protein sequence of the target gene is MAANYSSTSTRREHVKVKTSSQPGFLERLSETSGGMFVGLMAFLLSFYLIFTNEGRALKTATSLAEGLSLVVSPDSIHSVAPENEGRLVHIIGALRTSKLLSDPNYGVHLPAVKLRRHVEMYQWVETEESREYTEDGQVKKETRYSYNTEWRSEIINSKNFDREIGHKNPSAMAVESFMATAPFVQIGRFFLSSGLIDKVDNFKSLSLSKLEDPHVDIIRRGDFFYHSENPKYPEVGDLRVSFSYAGLSGDDPDLGPAHVVTVIARQRGDQLVPFSTKSGDTLLLLHHGDFSAEEVFHRE.... Result: 0 (no interaction).